Predict the reaction yield, written as a fraction of the theoretical maximum amount of product (1.0 means a 100% yield; for example, 0.34 means a 34% yield). From a dataset of Reaction yield outcomes from USPTO patents with 853,638 reactions. The reactants are [CH3:1][O:2][C:3]1[CH:4]=[C:5]2[C:10](=[CH:11][C:12]=1[O:13][CH3:14])[N:9]=[CH:8][CH:7]=[C:6]2[O:15][C:16]1[CH:21]=[C:20]([CH3:22])[C:19]([CH3:23])=[CH:18][C:17]=1[C:24](=O)[CH3:25].[N:27]1[CH:32]=[CH:31][CH:30]=[CH:29][C:28]=1[NH:33][NH2:34].O. The catalyst is C(O)C.[O-]S(C(F)(F)F)(=O)=O.[Yb+3].[O-]S(C(F)(F)F)(=O)=O.[O-]S(C(F)(F)F)(=O)=O. The product is [CH3:1][O:2][C:3]1[CH:4]=[C:5]2[C:10](=[CH:11][C:12]=1[O:13][CH3:14])[N:9]=[CH:8][CH:7]=[C:6]2[O:15][C:16]1[CH:21]=[C:20]([CH3:22])[C:19]([CH3:23])=[CH:18][C:17]=1[C:24](=[N:34][NH:33][C:28]1[CH:29]=[CH:30][CH:31]=[CH:32][N:27]=1)[CH3:25]. The yield is 0.390.